Dataset: Forward reaction prediction with 1.9M reactions from USPTO patents (1976-2016). Task: Predict the product of the given reaction. (1) Given the reactants Br[C:2]1[S:3][CH:4]=[C:5]([CH2:7][O:8][Si:9]([C:12]([CH3:15])([CH3:14])[CH3:13])([CH3:11])[CH3:10])[N:6]=1.[CH3:16][O:17][CH2:18][C@@H:19]1[CH2:23][CH2:22][CH2:21][NH:20]1.C(N(CC)CC)C, predict the reaction product. The product is: [Si:9]([O:8][CH2:7][C:5]1[N:6]=[C:2]([N:20]2[CH2:21][CH2:22][CH2:23][C@H:19]2[CH2:18][O:17][CH3:16])[S:3][CH:4]=1)([C:12]([CH3:15])([CH3:14])[CH3:13])([CH3:11])[CH3:10]. (2) The product is: [CH:15]([NH:18][CH2:11][C:10]1[CH:13]=[CH:14][C:7]([C:5]#[N:6])=[CH:8][CH:9]=1)([CH3:17])[CH3:16]. Given the reactants C([BH3-])#N.[Na+].[C:5]([C:7]1[CH:14]=[CH:13][C:10]([CH:11]=O)=[CH:9][CH:8]=1)#[N:6].[CH:15]([NH2:18])([CH3:17])[CH3:16].C(O)(=O)C, predict the reaction product.